Dataset: Reaction yield outcomes from USPTO patents with 853,638 reactions. Task: Predict the reaction yield, written as a fraction of the theoretical maximum amount of product (1.0 means a 100% yield; for example, 0.34 means a 34% yield). The yield is 0.720. No catalyst specified. The reactants are CO[C:3](=[O:27])[C:4]1[CH:9]=[CH:8][C:7]([O:10][CH2:11][C:12]2[C:13]([C:21]3[CH:26]=[CH:25][CH:24]=[CH:23][CH:22]=3)=[N:14][O:15][C:16]=2[C:17]([F:20])([F:19])[F:18])=[N:6][CH:5]=1.COC(=O)C1C=CC(OCC2C(C3C=CC=C(F)C=3)=NOC=2C)=[N:33][CH:32]=1.CN. The product is [CH3:32][NH:33][C:3](=[O:27])[C:4]1[CH:9]=[CH:8][C:7]([O:10][CH2:11][C:12]2[C:13]([C:21]3[CH:26]=[CH:25][CH:24]=[CH:23][CH:22]=3)=[N:14][O:15][C:16]=2[C:17]([F:20])([F:19])[F:18])=[N:6][CH:5]=1.